Dataset: Full USPTO retrosynthesis dataset with 1.9M reactions from patents (1976-2016). Task: Predict the reactants needed to synthesize the given product. (1) Given the product [F:1][C:2]1[CH:3]=[CH:4][C:5]([CH2:8][O:9][C:10]2[CH:15]=[CH:14][N:13]([C:16]3[CH:21]=[CH:20][C:19]4[C:22]5[CH2:27][CH2:26][NH:25][CH2:24][C:23]=5[O:35][C:18]=4[CH:17]=3)[C:12](=[O:36])[CH:11]=2)=[N:6][CH:7]=1, predict the reactants needed to synthesize it. The reactants are: [F:1][C:2]1[CH:3]=[CH:4][C:5]([CH2:8][O:9][C:10]2[CH:15]=[CH:14][N:13]([C:16]3[CH:21]=[CH:20][C:19]4[C:22]5[CH2:27][CH2:26][N:25](C(OC(C)(C)C)=O)[CH2:24][C:23]=5[O:35][C:18]=4[CH:17]=3)[C:12](=[O:36])[CH:11]=2)=[N:6][CH:7]=1.Cl.C([O-])(O)=O.[Na+]. (2) The reactants are: [CH:1](=O)[C:2]1[CH:7]=[CH:6][C:5]([O:8][CH3:9])=[CH:4][CH:3]=1.C(=O)(O)[O-].[Na+].Cl.[NH2:17][OH:18].ClN1C(=O)[CH2:23][CH2:22][C:21]1=[O:26].C(O)C#C.C(N(CC)CC)C. Given the product [CH3:9][O:8][C:5]1[CH:6]=[CH:7][C:2]([C:1]2[CH:23]=[C:22]([CH2:21][OH:26])[O:18][N:17]=2)=[CH:3][CH:4]=1, predict the reactants needed to synthesize it. (3) Given the product [C:1]1([C:7]2([CH2:11][N:13]3[CH2:18][CH2:17][CH2:16][CH2:15][CH2:14]3)[CH2:8][CH2:9][CH2:10]2)[CH:6]=[CH:5][CH:4]=[CH:3][CH:2]=1, predict the reactants needed to synthesize it. The reactants are: [C:1]1([C:7]2([C:11]([N:13]3[CH2:18][CH2:17][CH2:16][CH2:15][CH2:14]3)=O)[CH2:10][CH2:9][CH2:8]2)[CH:6]=[CH:5][CH:4]=[CH:3][CH:2]=1.[H-].[H-].[H-].[H-].[Li+].[Al+3]. (4) Given the product [CH:45]([N:44]([CH:41]([CH3:42])[CH3:43])[CH2:48][C:49]([NH:1][C@:2]12[CH2:37][CH2:36][C@@H:35]([C:38]([CH3:40])=[CH2:39])[C@@H:3]1[C@@H:4]1[C@@:17]([CH3:20])([CH2:18][CH2:19]2)[C@@:16]2([CH3:21])[C@@H:7]([C@:8]3([CH3:34])[C@@H:13]([CH2:14][CH2:15]2)[C:12]([CH3:23])([CH3:22])[C:11]([C:24]2[CH:25]=[CH:26][C:27]([C:28]([OH:30])=[O:29])=[CH:32][CH:33]=2)=[CH:10][CH2:9]3)[CH2:6][CH2:5]1)=[O:51])([CH3:46])[CH3:47], predict the reactants needed to synthesize it. The reactants are: [NH2:1][C@:2]12[CH2:37][CH2:36][C@@H:35]([C:38]([CH3:40])=[CH2:39])[C@@H:3]1[C@@H:4]1[C@@:17]([CH3:20])([CH2:18][CH2:19]2)[C@@:16]2([CH3:21])[C@@H:7]([C@:8]3([CH3:34])[C@@H:13]([CH2:14][CH2:15]2)[C:12]([CH3:23])([CH3:22])[C:11]([C:24]2[CH:33]=[CH:32][C:27]([C:28]([O:30]C)=[O:29])=[CH:26][CH:25]=2)=[CH:10][CH2:9]3)[CH2:6][CH2:5]1.[CH:41]([N:44]([CH2:48][C:49]([OH:51])=O)[CH:45]([CH3:47])[CH3:46])([CH3:43])[CH3:42].